This data is from Forward reaction prediction with 1.9M reactions from USPTO patents (1976-2016). The task is: Predict the product of the given reaction. (1) Given the reactants [CH:1]([C:3]1[CH:10]=[CH:9][C:6]([C:7]#[N:8])=[CH:5][CH:4]=1)=O.Cl.[C:12]([Si:16]([C:29]1[CH:34]=[CH:33][CH:32]=[CH:31][CH:30]=1)([C:23]1[CH:28]=[CH:27][CH:26]=[CH:25][CH:24]=1)[O:17][C:18]1([CH3:22])[CH2:21][NH:20][CH2:19]1)([CH3:15])([CH3:14])[CH3:13].CO.CN(C=O)C.C([BH3-])#N.[Na+], predict the reaction product. The product is: [C:12]([Si:16]([C:23]1[CH:24]=[CH:25][CH:26]=[CH:27][CH:28]=1)([C:29]1[CH:30]=[CH:31][CH:32]=[CH:33][CH:34]=1)[O:17][C:18]1([CH3:22])[CH2:19][N:20]([CH2:1][C:3]2[CH:10]=[CH:9][C:6]([C:7]#[N:8])=[CH:5][CH:4]=2)[CH2:21]1)([CH3:13])([CH3:14])[CH3:15]. (2) Given the reactants [CH2:1]([S:5][C:6]1[C:15]2[C:10](=[CH:11][CH:12]=[C:13]([CH:16]=O)[CH:14]=2)[N:9]=[CH:8][C:7]=1[C:18]#[N:19])[CH2:2][CH2:3][CH3:4].COC1C=CC(/C=[C:35]2/[C:36]([NH:38][C:39]([S:41]/2)=[NH:40])=[O:37])=CC=1OC1CCCC1.C([O-])(=O)C.[Na+], predict the reaction product. The product is: [NH2:40][C:39]1[S:41]/[C:35](=[CH:16]\[C:13]2[CH:14]=[C:15]3[C:10](=[CH:11][CH:12]=2)[N:9]=[CH:8][C:7]([C:18]#[N:19])=[C:6]3[S:5][CH2:1][CH2:2][CH2:3][CH3:4])/[C:36](=[O:37])[N:38]=1.